This data is from Forward reaction prediction with 1.9M reactions from USPTO patents (1976-2016). The task is: Predict the product of the given reaction. (1) Given the reactants [CH3:1][C:2]([CH3:29])([O:5][C:6]1[C:15]([O:16][C:17]([CH3:21])([CH3:20])[C:18]#[CH:19])=[C:14]2[C:9]([C:10](=[O:28])[CH:11]=[C:12]([C:22]3[CH:27]=[CH:26][CH:25]=[CH:24][CH:23]=3)[O:13]2)=[CH:8][CH:7]=1)[C:3]#[CH:4], predict the reaction product. The product is: [CH3:1][C:2]([CH3:29])([O:5][C:6]1[C:15]([O:16][C:17]([CH3:20])([CH3:21])[CH:18]=[CH2:19])=[C:14]2[C:9]([C:10](=[O:28])[CH:11]=[C:12]([C:22]3[CH:27]=[CH:26][CH:25]=[CH:24][CH:23]=3)[O:13]2)=[CH:8][CH:7]=1)[CH:3]=[CH2:4]. (2) Given the reactants [N:1]1[CH:6]=[CH:5][CH:4]=[CH:3][C:2]=1[CH2:7][N:8]([CH2:23][C:24]1[CH:29]=[CH:28][CH:27]=[CH:26][N:25]=1)[C@@H:9]1[C:15](=[O:16])[N:14]2[C@H:10]1[S:11][C:12]([CH3:22])([CH3:21])[C@@H:13]2[C:17]([O:19]C)=[O:18].O.[OH-].[Li+].Cl, predict the reaction product. The product is: [N:25]1[CH:26]=[CH:27][CH:28]=[CH:29][C:24]=1[CH2:23][N:8]([CH2:7][C:2]1[CH:3]=[CH:4][CH:5]=[CH:6][N:1]=1)[C@@H:9]1[C:15](=[O:16])[N:14]2[C@H:10]1[S:11][C:12]([CH3:22])([CH3:21])[C@@H:13]2[C:17]([OH:19])=[O:18]. (3) The product is: [CH3:9][O:8][C:6]([C:5]1[CH:4]=[C:3]([C:1]#[C:2][C:25]2[C:26]([C:27]([F:29])([F:28])[F:30])=[CH:21][N:22]=[C:23]([NH:31][C:32]3[CH:33]=[CH:34][C:35]([N:38]4[CH2:39][CH2:40][N:41]([C:44]([O:46][C:47]([CH3:50])([CH3:49])[CH3:48])=[O:45])[CH2:42][CH2:43]4)=[CH:36][CH:37]=3)[N:24]=2)[CH:12]=[CH:11][CH:10]=1)=[O:7]. Given the reactants [C:1]([C:3]1[CH:4]=[C:5]([CH:10]=[CH:11][CH:12]=1)[C:6]([O:8][CH3:9])=[O:7])#[CH:2].C(N(CC)CC)C.Cl[C:21]1[C:26]([C:27]([F:30])([F:29])[F:28])=[CH:25][N:24]=[C:23]([NH:31][C:32]2[CH:37]=[CH:36][C:35]([N:38]3[CH2:43][CH2:42][N:41]([C:44]([O:46][C:47]([CH3:50])([CH3:49])[CH3:48])=[O:45])[CH2:40][CH2:39]3)=[CH:34][CH:33]=2)[N:22]=1.C1(P(C2C=CC=CC=2)C2C=CC=CC=2)C=CC=CC=1, predict the reaction product. (4) The product is: [C:24]1([S:21]([N:18]2[CH2:17][CH2:16][CH:15]([C:13]3[C:12]4[C:7](=[CH:8][CH:9]=[C:10]([F:30])[CH:11]=4)[CH:6]=[C:5]([CH2:4][C:3]([OH:31])=[O:2])[CH:14]=3)[CH2:20][CH2:19]2)(=[O:23])=[O:22])[CH:25]=[CH:26][CH:27]=[CH:28][CH:29]=1. Given the reactants C[O:2][C:3](=[O:31])[CH2:4][C:5]1[CH:14]=[C:13]([CH:15]2[CH2:20][CH2:19][N:18]([S:21]([C:24]3[CH:29]=[CH:28][CH:27]=[CH:26][CH:25]=3)(=[O:23])=[O:22])[CH2:17][CH2:16]2)[C:12]2[C:7](=[CH:8][CH:9]=[C:10]([F:30])[CH:11]=2)[CH:6]=1.O.[OH-].[Li+], predict the reaction product. (5) Given the reactants Cl.[CH2:2]([O:4][C:5](=[O:8])[CH2:6][NH2:7])[CH3:3].C(N(CC)CC)C.[N+:16]([C:19]1[CH:24]=[CH:23][CH:22]=[CH:21][C:20]=1[S:25](Cl)(=[O:27])=[O:26])([O-:18])=[O:17].Cl, predict the reaction product. The product is: [N+:16]([C:19]1[CH:24]=[CH:23][CH:22]=[CH:21][C:20]=1[S:25]([NH:7][CH2:6][C:5]([O:4][CH2:2][CH3:3])=[O:8])(=[O:27])=[O:26])([O-:18])=[O:17]. (6) Given the reactants [Cl:1][C:2]1[C:3]([CH2:12][C:13]2[CH:18]=[CH:17][C:16]([N:19]3[CH:23]=[CH:22][CH:21]=[N:20]3)=[CH:15][CH:14]=2)=[CH:4][C:5]([C:8]([O:10]C)=[O:9])=[N:6][CH:7]=1.[OH-].[Na+].Cl, predict the reaction product. The product is: [Cl:1][C:2]1[C:3]([CH2:12][C:13]2[CH:14]=[CH:15][C:16]([N:19]3[CH:23]=[CH:22][CH:21]=[N:20]3)=[CH:17][CH:18]=2)=[CH:4][C:5]([C:8]([OH:10])=[O:9])=[N:6][CH:7]=1. (7) Given the reactants Br[C:2]1[CH:3]=[C:4]2[C:9](=[CH:10][CH:11]=1)[C:8](=[O:12])[NH:7][N:6]=[C:5]2[Cl:13].[N:14]1([C:19]2[CH:20]=[C:21]([CH2:25][NH2:26])[CH:22]=[CH:23][CH:24]=2)[CH2:18][CH2:17][CH2:16][CH2:15]1.C1C=CC(P(C2C(C3C(P(C4C=CC=CC=4)C4C=CC=CC=4)=CC=C4C=3C=CC=C4)=C3C(C=CC=C3)=CC=2)C2C=CC=CC=2)=CC=1.CC([O-])(C)C.[Na+], predict the reaction product. The product is: [Cl:13][C:5]1[C:4]2[C:9](=[CH:10][CH:11]=[C:2]([NH:26][CH2:25][C:21]3[CH:22]=[CH:23][CH:24]=[C:19]([N:14]4[CH2:18][CH2:17][CH2:16][CH2:15]4)[CH:20]=3)[CH:3]=2)[C:8](=[O:12])[NH:7][N:6]=1. (8) Given the reactants C([C:3]1[CH:4]=[C:5]([CH:17]=[C:18]([C:22]([F:25])([F:24])[F:23])[C:19]=1[O:20][CH3:21])[C:6]([N:8]1[C:12]2[CH:13]=[CH:14][CH:15]=[CH:16][C:11]=2[S:10][CH2:9]1)=[O:7])=O.[CH:26]([O:33][CH2:34][CH3:35])([O:30][CH2:31][CH3:32])OCC, predict the reaction product. The product is: [CH2:34]([O:33][CH:26]([O:30][CH2:31][CH3:32])[C:3]1[CH:4]=[C:5]([CH:17]=[C:18]([C:22]([F:23])([F:25])[F:24])[C:19]=1[O:20][CH3:21])[C:6]([N:8]1[C:12]2[CH:13]=[CH:14][CH:15]=[CH:16][C:11]=2[S:10][CH2:9]1)=[O:7])[CH3:35]. (9) Given the reactants [Br:1][C:2]1[CH:3]=[C:4]([CH:15]=[CH:16][CH:17]=1)[C:5]([C:7]1[C:8]([C:13]#[N:14])=[N:9][CH:10]=[CH:11][CH:12]=1)=O.[CH3:18][C:19]([S:22]([NH2:24])=[O:23])([CH3:21])[CH3:20], predict the reaction product. The product is: [Br:1][C:2]1[CH:3]=[C:4]([C:5]([C:7]2[C:8]([C:13]#[N:14])=[N:9][CH:10]=[CH:11][CH:12]=2)=[N:24][S:22]([C:19]([CH3:21])([CH3:20])[CH3:18])=[O:23])[CH:15]=[CH:16][CH:17]=1. (10) Given the reactants [OH-:1].[Na+].[F:3][C:4]1([F:10])[CH2:7][CH:6]([C:8]#N)[CH2:5]1.[OH2:11], predict the reaction product. The product is: [F:3][C:4]1([F:10])[CH2:7][CH:6]([C:8]([OH:11])=[O:1])[CH2:5]1.